Dataset: Cav3 T-type calcium channel HTS with 100,875 compounds. Task: Binary Classification. Given a drug SMILES string, predict its activity (active/inactive) in a high-throughput screening assay against a specified biological target. (1) The result is 0 (inactive). The molecule is s1\c(=N/C(=O)C(N2C(=O)C3C(CC=CC3)C2=O)C)n(c2c1cccc2)C. (2) The molecule is O=c1n(n(c(c1N\C=C1\c2c(C(=O)N(C1=O)c1nc(ccc1)C)cccc2)C)C)c1ccccc1. The result is 0 (inactive). (3) The compound is Clc1c(C(=O)Nc2c([N+]([O-])=O)cc(OC)cc2)ccc(c1)C. The result is 0 (inactive). (4) The compound is O(C(C)(C)C)C(=O)NC(Cc1n(COCc2ccccc2)cnc1)C(OC)=O. The result is 0 (inactive). (5) The compound is Clc1cc(S(=O)(=O)N2C(CC(OCC)=O)C(=O)NCC2)ccc1Cl. The result is 0 (inactive). (6) The compound is O1CCN(CC1)CCNc1oc(nc1C#N)c1occc1. The result is 0 (inactive). (7) The compound is OC(c1n(c2c(n1)cccc2)C)c1cc(OC)c(OC)cc1. The result is 0 (inactive). (8) The molecule is S(=O)(=O)(N)c1c(NC(=O)c2c(=O)n(CCCC)c3c(c2O)cccc3)cccc1. The result is 0 (inactive). (9) The compound is Fc1ccc(Oc2nc(c(cc2C#N)C(OC)=O)C)cc1. The result is 0 (inactive).